Dataset: Catalyst prediction with 721,799 reactions and 888 catalyst types from USPTO. Task: Predict which catalyst facilitates the given reaction. (1) Reactant: [OH-].[Na+].C([O:5][C:6](=[O:31])[CH2:7][CH2:8][CH2:9][C:10]1[CH:15]=[CH:14][C:13]([Cl:16])=[C:12]([CH2:17][CH:18]2[CH2:22][CH2:21][N:20]([CH:23]3[CH2:28][CH2:27][CH2:26][CH2:25][CH2:24]3)[C:19]2=[O:29])[C:11]=1[F:30])C.Cl. Product: [Cl:16][C:13]1[CH:14]=[CH:15][C:10]([CH2:9][CH2:8][CH2:7][C:6]([OH:31])=[O:5])=[C:11]([F:30])[C:12]=1[CH2:17][CH:18]1[CH2:22][CH2:21][N:20]([CH:23]2[CH2:28][CH2:27][CH2:26][CH2:25][CH2:24]2)[C:19]1=[O:29]. The catalyst class is: 5. (2) Reactant: [CH3:1][CH2:2][CH2:3][CH2:4][C:5]([N:7]([C@H:26]([C:30]([OH:32])=[O:31])[CH:27]([CH3:29])[CH3:28])[CH2:8][C:9]1[CH:10]=[CH:11][C:12]([C:15]2[CH:16]=[CH:17][CH:18]=[CH:19][C:20]=2[C:21]2[NH:22][N:23]=[N:24][N:25]=2)=[CH:13][CH:14]=1)=[O:6].[CH2:33]([OH:44])[C@H:34]([C@H:36]([C@@H:38]([C@@H:40]([CH2:42][OH:43])[OH:41])[OH:39])[OH:37])[OH:35]. Product: [CH3:1][CH2:2][CH2:3][CH2:4][C:5]([N:7]([C@H:26]([C:30]([OH:32])=[O:31])[CH:27]([CH3:29])[CH3:28])[CH2:8][C:9]1[CH:10]=[CH:11][C:12]([C:15]2[CH:16]=[CH:17][CH:18]=[CH:19][C:20]=2[C:21]2[NH:22][N:23]=[N:24][N:25]=2)=[CH:13][CH:14]=1)=[O:6].[CH2:42]([OH:43])[C@H:40]([C@H:38]([C@@H:36]([C@@H:34]([CH2:33][OH:44])[OH:35])[OH:37])[OH:39])[OH:41]. The catalyst class is: 13. (3) Reactant: Br[C:2]1[C:3]([O:16][CH:17]2[CH2:20][N:19]([C:21]3[CH:30]=[CH:29][C:28]4[C:23](=[CH:24][CH:25]=[CH:26][CH:27]=4)[N:22]=3)[CH2:18]2)=[N:4][C:5]([N:8]2[CH2:13][CH2:12][CH:11]([CH2:14][OH:15])[CH2:10][CH2:9]2)=[N:6][CH:7]=1. Product: [N:22]1[C:23]2[C:28](=[CH:27][CH:26]=[CH:25][CH:24]=2)[CH:29]=[CH:30][C:21]=1[N:19]1[CH2:20][CH:17]([O:16][C:3]2[CH:2]=[CH:7][N:6]=[C:5]([N:8]3[CH2:13][CH2:12][CH:11]([CH2:14][OH:15])[CH2:10][CH2:9]3)[N:4]=2)[CH2:18]1. The catalyst class is: 19. (4) The catalyst class is: 225. Product: [F:1][C:2]1[CH:3]=[C:4]2[C:9](=[CH:10][C:11]=1[F:12])[C:8]([CH3:13])([CH3:14])[C:7](=[O:15])[C:6]([C:16]([NH:32][CH2:33][C:34]([O:36][C:37]([CH3:40])([CH3:39])[CH3:38])=[O:35])=[O:17])=[C:5]2[OH:21]. Reactant: [F:1][C:2]1[CH:3]=[C:4]2[C:9](=[CH:10][C:11]=1[F:12])[C:8]([CH3:14])([CH3:13])[C:7](=[O:15])[C:6]([C:16](OCC)=[O:17])=[C:5]2[OH:21].C(N(C(C)C)C(C)C)C.Cl.[NH2:32][CH2:33][C:34]([O:36][C:37]([CH3:40])([CH3:39])[CH3:38])=[O:35]. (5) Reactant: [F:1][C:2]1[CH:18]=[CH:17][CH:16]=[CH:15][C:3]=1[CH2:4][NH:5][C:6]1[C:11]([F:12])=[CH:10][N:9]=[C:8](SC)[N:7]=1.O[O:20][S:21]([O-:23])=O.[K+].S(=O)(O)[O-].[Na+].[CH3:30]O. Product: [F:1][C:2]1[CH:18]=[CH:17][CH:16]=[CH:15][C:3]=1[CH2:4][NH:5][C:6]1[C:11]([F:12])=[CH:10][N:9]=[C:8]([S:21]([CH3:30])(=[O:23])=[O:20])[N:7]=1. The catalyst class is: 6.